From a dataset of hERG potassium channel inhibition data for cardiac toxicity prediction from Karim et al.. Regression/Classification. Given a drug SMILES string, predict its toxicity properties. Task type varies by dataset: regression for continuous values (e.g., LD50, hERG inhibition percentage) or binary classification for toxic/non-toxic outcomes (e.g., AMES mutagenicity, cardiotoxicity, hepatotoxicity). Dataset: herg_karim. (1) The molecule is Cc1ccc2c(N3CCN(CCc4cccc5c4OCC(=O)N5C(C)C)CC3)cccc2n1. The result is 1 (blocker). (2) The molecule is CC1CCCN1CCc1ccc(-c2ccc(S(=O)(=O)NCc3ccncc3)cc2)cc1. The result is 1 (blocker). (3) The molecule is NC(=O)c1c(NC(=O)Nc2ccc(Cl)cc2)sc2c1CCN(CCCNC(=O)CCc1c[nH]c3ccccc13)C2. The result is 0 (non-blocker). (4) The molecule is Cc1cc(COc2ccc(F)c(F)c2F)nc(-c2ccccn2)n1. The result is 0 (non-blocker). (5) The molecule is O=C(CNc1ncnc2ccc(C(F)(F)F)cc12)NC1CN(C2CCC(c3ccccc3)CC2)C1. The result is 1 (blocker). (6) The drug is COC(=O)C(CCCN1CC=C(c2ccccc2OC)CC1)(c1ccc(Br)cc1)C(C)C. The result is 1 (blocker). (7) The drug is CN(C)C(=O)[C@@H](C1CCC(c2ccc3ncnn3c2)CC1)[C@H](N)C(=O)N1CCC(F)(F)C1. The result is 0 (non-blocker). (8) The drug is O=C(N1CCN(C2CC2)CC1)N1Cc2ccccc2C1. The result is 0 (non-blocker).